This data is from Catalyst prediction with 721,799 reactions and 888 catalyst types from USPTO. The task is: Predict which catalyst facilitates the given reaction. (1) Reactant: C(O)(C(F)(F)F)=O.[P:8]([O:20][CH2:21][N:22]1[C:26]2=[N:27][CH:28]=[CH:29][CH:30]=[C:25]2[C:24]([CH2:31][N:32]2[CH:37]=[CH:36][C:35]([C:38]([F:41])([F:40])[F:39])=[C:34]([O:42][C:43]3[CH:48]=[C:47]([C:49]#[N:50])[CH:46]=[C:45]([Cl:51])[CH:44]=3)[C:33]2=[O:52])=[N:23]1)([O:15]C(C)(C)C)([O:10]C(C)(C)C)=[O:9]. Product: [P:8]([OH:10])([OH:15])([O:20][CH2:21][N:22]1[C:26]2=[N:27][CH:28]=[CH:29][CH:30]=[C:25]2[C:24]([CH2:31][N:32]2[CH:37]=[CH:36][C:35]([C:38]([F:39])([F:40])[F:41])=[C:34]([O:42][C:43]3[CH:48]=[C:47]([C:49]#[N:50])[CH:46]=[C:45]([Cl:51])[CH:44]=3)[C:33]2=[O:52])=[N:23]1)=[O:9]. The catalyst class is: 4. (2) Reactant: [O:1]1[CH:5]=[CH:4][N:3]=[C:2]1[C:6]1[CH:14]=[CH:13][C:9]([C:10]([OH:12])=O)=[CH:8][CH:7]=1.Cl.Cl.[NH2:17][C@@H:18]([CH2:32][C:33]1[CH:38]=[C:37]([F:39])[CH:36]=[C:35]([F:40])[CH:34]=1)[C@H:19]([OH:31])[CH2:20][NH:21][CH2:22][C:23]1[CH:28]=[CH:27][CH:26]=[C:25]([CH2:29][CH3:30])[CH:24]=1.CN(C(ON1N=NC2C=CC=NC1=2)=[N+](C)C)C.F[P-](F)(F)(F)(F)F.C(N(CC)C(C)C)(C)C. Product: [F:39][C:37]1[CH:38]=[C:33]([CH:34]=[C:35]([F:40])[CH:36]=1)[CH2:32][C@H:18]([NH:17][C:10](=[O:12])[C:9]1[CH:8]=[CH:7][C:6]([C:2]2[O:1][CH:5]=[CH:4][N:3]=2)=[CH:14][CH:13]=1)[C@H:19]([OH:31])[CH2:20][NH:21][CH2:22][C:23]1[CH:28]=[CH:27][CH:26]=[C:25]([CH2:29][CH3:30])[CH:24]=1. The catalyst class is: 2. (3) Reactant: C([O:8][CH2:9][CH2:10][CH2:11][C:12]1[N:13]=[C:14]([C:33]2[CH:38]=[CH:37][C:36]([C:39]([F:42])([F:41])[F:40])=[CH:35][CH:34]=2)[S:15][C:16]=1[CH2:17][O:18][C:19]1[CH:24]=[CH:23][C:22]([C:25]2[NH:29][C:28](=[O:30])[O:27][N:26]=2)=[C:21]([O:31][CH3:32])[CH:20]=1)C1C=CC=CC=1.I[Si](C)(C)C.CO.C(=O)(O)[O-].[Na+]. Product: [OH:8][CH2:9][CH2:10][CH2:11][C:12]1[N:13]=[C:14]([C:33]2[CH:34]=[CH:35][C:36]([C:39]([F:40])([F:41])[F:42])=[CH:37][CH:38]=2)[S:15][C:16]=1[CH2:17][O:18][C:19]1[CH:24]=[CH:23][C:22]([C:25]2[NH:29][C:28](=[O:30])[O:27][N:26]=2)=[C:21]([O:31][CH3:32])[CH:20]=1. The catalyst class is: 4. (4) Reactant: [C:1]1([C:7]([C:26]2[CH:31]=[CH:30][CH:29]=[CH:28][CH:27]=2)=[N:8][NH:9][C:10]([NH:12][C:13]2[CH:18]=[CH:17][C:16]([N:19]3[CH2:24][CH2:23][O:22][CH2:21][C:20]3=[O:25])=[CH:15][CH:14]=2)=[O:11])[CH:6]=[CH:5][CH:4]=[CH:3][CH:2]=1.C(=O)([O-])[O-].[Cs+].[Cs+].I[CH2:39][CH2:40][CH3:41]. Product: [C:26]1([C:7]([C:1]2[CH:2]=[CH:3][CH:4]=[CH:5][CH:6]=2)=[N:8][N:9]([CH2:39][CH2:40][CH3:41])[C:10]([NH:12][C:13]2[CH:14]=[CH:15][C:16]([N:19]3[CH2:24][CH2:23][O:22][CH2:21][C:20]3=[O:25])=[CH:17][CH:18]=2)=[O:11])[CH:27]=[CH:28][CH:29]=[CH:30][CH:31]=1. The catalyst class is: 10. (5) Reactant: [CH:1]1([N:4]([CH2:24][CH3:25])[C:5]2[N:9]=[C:8](/[CH:10]=[CH:11]/[C:12]3[N:22]=[C:15]4[C:16]([CH3:21])=[N:17][CH:18]=[C:19]([CH3:20])[N:14]4[N:13]=3)[N:7]([CH3:23])[N:6]=2)[CH2:3][CH2:2]1. Product: [CH:1]1([N:4]([C:5]2[N:9]=[C:8]([CH2:10][CH2:11][C:12]3[N:22]=[C:15]4[C:16]([CH3:21])=[N:17][CH:18]=[C:19]([CH3:20])[N:14]4[N:13]=3)[N:7]([CH3:23])[N:6]=2)[CH2:24][CH3:25])[CH2:2][CH2:3]1. The catalyst class is: 43.